Dataset: Catalyst prediction with 721,799 reactions and 888 catalyst types from USPTO. Task: Predict which catalyst facilitates the given reaction. (1) Reactant: [O:1]=[C:2]1[CH2:7][CH2:6][CH:5]([C:8]([O:10][CH2:11][CH3:12])=O)[CH2:4][CH2:3]1.[CH2:13]([OH:16])[CH2:14][OH:15].O.C1(C)C=CC(S(O)(=O)=O)=CC=1. Product: [CH2:13]1[O:16][C:8]([CH:5]2[CH2:4][CH2:3][C:2](=[O:1])[CH2:7][CH2:6]2)([O:10][CH2:11][CH3:12])[O:15][CH2:14]1. The catalyst class is: 691. (2) Reactant: I[Zn][CH2:3][CH2:4][C:5]([F:8])([F:7])[F:6].[F:9][C:10]1[CH:11]=[C:12]2[C:18]([C:19]3[N:20]=[C:21](I)[C:22]4[C:27]([CH3:29])([CH3:28])[C:26](=[O:30])[NH:25][C:23]=4[N:24]=3)=[N:17][N:16]([CH2:32][C:33]3[CH:38]=[CH:37][CH:36]=[CH:35][C:34]=3[F:39])[C:13]2=[N:14][CH:15]=1.O. Product: [F:9][C:10]1[CH:11]=[C:12]2[C:18]([C:19]3[N:20]=[C:21]([CH2:3][CH2:4][C:5]([F:8])([F:7])[F:6])[C:22]4[C:27]([CH3:29])([CH3:28])[C:26](=[O:30])[NH:25][C:23]=4[N:24]=3)=[N:17][N:16]([CH2:32][C:33]3[CH:38]=[CH:37][CH:36]=[CH:35][C:34]=3[F:39])[C:13]2=[N:14][CH:15]=1. The catalyst class is: 368. (3) Reactant: [Cl:1][C:2]1[CH:7]=[CH:6][C:5](B(O)O)=[CH:4][C:3]=1[F:11].Br[C:13]1[CH:19]=[C:18]([F:20])[CH:17]=[CH:16][C:14]=1[NH2:15].O. Product: [Cl:1][C:2]1[CH:7]=[CH:6][C:5]([C:13]2[CH:19]=[C:18]([F:20])[CH:17]=[CH:16][C:14]=2[NH2:15])=[CH:4][C:3]=1[F:11]. The catalyst class is: 335.